Dataset: NCI-60 drug combinations with 297,098 pairs across 59 cell lines. Task: Regression. Given two drug SMILES strings and cell line genomic features, predict the synergy score measuring deviation from expected non-interaction effect. (1) Drug 1: CCC1=CC2CC(C3=C(CN(C2)C1)C4=CC=CC=C4N3)(C5=C(C=C6C(=C5)C78CCN9C7C(C=CC9)(C(C(C8N6C)(C(=O)OC)O)OC(=O)C)CC)OC)C(=O)OC.C(C(C(=O)O)O)(C(=O)O)O. Drug 2: C(CCl)NC(=O)N(CCCl)N=O. Cell line: HS 578T. Synergy scores: CSS=54.7, Synergy_ZIP=-0.403, Synergy_Bliss=1.51, Synergy_Loewe=-32.9, Synergy_HSA=2.09. (2) Drug 1: C1CC(=O)NC(=O)C1N2C(=O)C3=CC=CC=C3C2=O. Drug 2: CC1C(C(CC(O1)OC2CC(CC3=C2C(=C4C(=C3O)C(=O)C5=CC=CC=C5C4=O)O)(C(=O)C)O)N)O. Cell line: HT29. Synergy scores: CSS=32.3, Synergy_ZIP=2.85, Synergy_Bliss=2.49, Synergy_Loewe=-38.8, Synergy_HSA=1.86. (3) Drug 1: CN(C)C1=NC(=NC(=N1)N(C)C)N(C)C. Drug 2: CC1CCCC2(C(O2)CC(NC(=O)CC(C(C(=O)C(C1O)C)(C)C)O)C(=CC3=CSC(=N3)C)C)C. Cell line: SF-295. Synergy scores: CSS=5.72, Synergy_ZIP=-2.38, Synergy_Bliss=-2.08, Synergy_Loewe=1.15, Synergy_HSA=0.0827.